From a dataset of Full USPTO retrosynthesis dataset with 1.9M reactions from patents (1976-2016). Predict the reactants needed to synthesize the given product. Given the product [Cl:22][C:23]1[N:24]=[CH:25][N:26]=[C:27]([NH:15][CH2:14][C:13]2[CH:16]=[CH:17][C:18]([O:20][CH3:21])=[CH:19][C:12]=2[O:11][CH3:10])[CH:28]=1, predict the reactants needed to synthesize it. The reactants are: C(N(CC)C(C)C)(C)C.[CH3:10][O:11][C:12]1[CH:19]=[C:18]([O:20][CH3:21])[CH:17]=[CH:16][C:13]=1[CH2:14][NH2:15].[Cl:22][C:23]1[CH:28]=[C:27](Cl)[N:26]=[CH:25][N:24]=1.